From a dataset of Forward reaction prediction with 1.9M reactions from USPTO patents (1976-2016). Predict the product of the given reaction. (1) Given the reactants [NH2:1][C@H:2]([C:23]1[CH:28]=[CH:27][CH:26]=[CH:25][CH:24]=1)[CH2:3][CH2:4][N:5]1[CH2:10][CH2:9][CH:8]([C:11]2[CH:12]=[C:13]([NH:17][C:18](=[O:22])[CH:19]([CH3:21])[CH3:20])[CH:14]=[CH:15][CH:16]=2)[CH2:7][CH2:6]1.[F:29][C:30]1[CH:35]=[CH:34][C:33]([CH2:36][C:37](Cl)=[O:38])=[CH:32][CH:31]=1, predict the reaction product. The product is: [F:29][C:30]1[CH:35]=[CH:34][C:33]([CH2:36][C:37]([NH:1][C@H:2]([C:23]2[CH:24]=[CH:25][CH:26]=[CH:27][CH:28]=2)[CH2:3][CH2:4][N:5]2[CH2:10][CH2:9][CH:8]([C:11]3[CH:12]=[C:13]([NH:17][C:18](=[O:22])[CH:19]([CH3:21])[CH3:20])[CH:14]=[CH:15][CH:16]=3)[CH2:7][CH2:6]2)=[O:38])=[CH:32][CH:31]=1. (2) Given the reactants Cl.[CH3:2][CH:3]1[C:8](=[O:9])[CH2:7][CH2:6][NH:5][CH2:4]1.Cl[C:11]([O:13][CH3:14])=[O:12], predict the reaction product. The product is: [CH3:14][O:13][C:11]([N:5]1[CH2:6][CH2:7][C:8](=[O:9])[CH:3]([CH3:2])[CH2:4]1)=[O:12]. (3) Given the reactants [NH2:1][C:2]1[C:3]([C:8]([O:10][CH3:11])=[O:9])=[N:4][CH:5]=[CH:6][N:7]=1.[Br:12]Br, predict the reaction product. The product is: [NH2:1][C:2]1[C:3]([C:8]([O:10][CH3:11])=[O:9])=[N:4][C:5]([Br:12])=[CH:6][N:7]=1. (4) Given the reactants CS(O[CH:6]1[CH2:11][CH2:10][N:9]([C:12]([O:14][C:15]([CH3:18])([CH3:17])[CH3:16])=[O:13])[CH2:8][CH2:7]1)(=O)=O.[N+:19]([C:22]1[N:23]=[CH:24][NH:25][CH:26]=1)([O-:21])=[O:20].C([O-])([O-])=O.[K+].[K+], predict the reaction product. The product is: [N+:19]([C:22]1[N:23]=[CH:24][N:25]([CH:6]2[CH2:11][CH2:10][N:9]([C:12]([O:14][C:15]([CH3:18])([CH3:17])[CH3:16])=[O:13])[CH2:8][CH2:7]2)[CH:26]=1)([O-:21])=[O:20].